From a dataset of Reaction yield outcomes from USPTO patents with 853,638 reactions. Predict the reaction yield, written as a fraction of the theoretical maximum amount of product (1.0 means a 100% yield; for example, 0.34 means a 34% yield). The reactants are [CH2:1]([NH:8][C:9]([C:11]1[CH:20]=[CH:19][C:18]2[C:13](=[C:14](Br)[CH:15]=[N:16][CH:17]=2)[N:12]=1)=[O:10])[C:2]1[CH:7]=[CH:6][CH:5]=[CH:4][CH:3]=1.[N:22]1[CH:27]=[CH:26][CH:25]=[C:24](B(O)O)[CH:23]=1.C(=O)([O-])[O-].[Cs+].[Cs+]. The catalyst is O1CCOCC1.O.C1(P([C-]2C=CC=C2)C2C=CC=CC=2)C=CC=CC=1.[C-]1(P(C2C=CC=CC=2)C2C=CC=CC=2)C=CC=C1.[Fe+2].[Pd](Cl)Cl. The product is [CH2:1]([NH:8][C:9]([C:11]1[CH:20]=[CH:19][C:18]2[C:13](=[C:14]([C:24]3[CH:23]=[N:22][CH:27]=[CH:26][CH:25]=3)[CH:15]=[N:16][CH:17]=2)[N:12]=1)=[O:10])[C:2]1[CH:7]=[CH:6][CH:5]=[CH:4][CH:3]=1. The yield is 0.700.